This data is from Peptide-MHC class I binding affinity with 185,985 pairs from IEDB/IMGT. The task is: Regression. Given a peptide amino acid sequence and an MHC pseudo amino acid sequence, predict their binding affinity value. This is MHC class I binding data. (1) The peptide sequence is SLADQLIHL. The MHC is BoLA-T2C with pseudo-sequence BoLA-T2C. The binding affinity (normalized) is 1.00. (2) The peptide sequence is LLLWFNYLF. The MHC is HLA-B15:01 with pseudo-sequence HLA-B15:01. The binding affinity (normalized) is 0. (3) The peptide sequence is RMMETWHPL. The MHC is HLA-C12:03 with pseudo-sequence HLA-C12:03. The binding affinity (normalized) is 0.763. (4) The binding affinity (normalized) is 0. The MHC is HLA-A30:02 with pseudo-sequence HLA-A30:02. The peptide sequence is DYCNVLNKEF. (5) The peptide sequence is GRITTRHIG. The MHC is Mamu-B03 with pseudo-sequence Mamu-B03. The binding affinity (normalized) is 0.376. (6) The peptide sequence is YVHKAQGTG. The MHC is HLA-A02:01 with pseudo-sequence HLA-A02:01. The binding affinity (normalized) is 0. (7) The peptide sequence is PSPTGPGT. The binding affinity (normalized) is 0. The MHC is Mamu-A01 with pseudo-sequence Mamu-A01.